This data is from Forward reaction prediction with 1.9M reactions from USPTO patents (1976-2016). The task is: Predict the product of the given reaction. Given the reactants [C:1]([C@H:5]1[C:18]2[C:13](=[CH:14][CH:15]=[CH:16][CH:17]=2)[C:12]2[CH:11]=[CH:10][CH:9]=[CH:8][C:7]=2[N:6]1[S:19]([C:22]1[CH:27]=[CH:26][C:25]([O:28]C)=[CH:24][CH:23]=1)(=[O:21])=[O:20])([CH3:4])([CH3:3])[CH3:2].C1CCCCC=1.B(Br)(Br)Br.ClCCl, predict the reaction product. The product is: [C:1]([C@H:5]1[C:18]2[C:13](=[CH:14][CH:15]=[CH:16][CH:17]=2)[C:12]2[CH:11]=[CH:10][CH:9]=[CH:8][C:7]=2[N:6]1[S:19]([C:22]1[CH:27]=[CH:26][C:25]([OH:28])=[CH:24][CH:23]=1)(=[O:21])=[O:20])([CH3:4])([CH3:2])[CH3:3].